Dataset: Full USPTO retrosynthesis dataset with 1.9M reactions from patents (1976-2016). Task: Predict the reactants needed to synthesize the given product. (1) Given the product [CH2:7]([O:16][C:15](=[O:17])[C:14]1[CH:18]=[CH:19][C:11]([Br:10])=[C:12]([C:20]([F:21])([F:22])[F:23])[CH:13]=1)[CH3:8], predict the reactants needed to synthesize it. The reactants are: C(=O)([O-])[O-].[K+].[K+].[CH2:7](I)[CH3:8].[Br:10][C:11]1[CH:19]=[CH:18][C:14]([C:15]([OH:17])=[O:16])=[CH:13][C:12]=1[C:20]([F:23])([F:22])[F:21]. (2) Given the product [Cl:1][C:2]1[C:3]([N:32]2[CH2:37][CH2:36][N:35]([C:38]3[CH:43]=[CH:42][CH:41]=[CH:40][C:39]=3[C:44]#[N:45])[CH2:34][CH2:33]2)=[C:4]([F:31])[CH:5]=[C:6]2[C:11]=1[N:10]([C:12]1[CH:17]=[CH:16][C:15]([CH2:18][N:19]3[CH2:20][CH2:21][CH2:22][CH2:23]3)=[CH:14][C:13]=1[F:24])[CH:9]=[C:8]([C:25]([OH:27])=[O:26])[C:7]2=[O:30], predict the reactants needed to synthesize it. The reactants are: [Cl:1][C:2]1[C:3]([N:32]2[CH2:37][CH2:36][N:35]([C:38]3[CH:43]=[CH:42][CH:41]=[CH:40][C:39]=3[C:44]#[N:45])[CH2:34][CH2:33]2)=[C:4]([F:31])[CH:5]=[C:6]2[C:11]=1[N:10]([C:12]1[CH:17]=[CH:16][C:15]([CH2:18][N:19]3[CH2:23][CH2:22][CH2:21][CH2:20]3)=[CH:14][C:13]=1[F:24])[CH:9]=[C:8]([C:25]([O:27]CC)=[O:26])[C:7]2=[O:30].Cl.O. (3) Given the product [CH3:1][C:2]([O:4][C:5]1[CH:6]=[CH:7][CH:8]=[CH:9][C:10]=1[C:11]([OH:13])=[O:12])=[O:3].[N:14]1[CH:19]=[CH:18][C:17]([C:20]2[CH:25]=[CH:24][N:23]=[CH:22][CH:21]=2)=[CH:16][CH:15]=1, predict the reactants needed to synthesize it. The reactants are: [CH3:1][C:2]([O:4][C:5]1[CH:6]=[CH:7][CH:8]=[CH:9][C:10]=1[C:11]([OH:13])=[O:12])=[O:3].[N:14]1[CH:19]=[CH:18][C:17]([C:20]2[CH:25]=[CH:24][N:23]=[CH:22][CH:21]=2)=[CH:16][CH:15]=1.CCOCC. (4) Given the product [CH3:32][C:33]1[CH:47]=[C:46]([CH3:48])[CH:45]=[CH:44][C:34]=1[O:35][C:36]1[CH:37]=[CH:38][C:39]([CH2:40][NH:41][C:4](=[O:6])[C:3]2[CH:7]=[CH:8][CH:9]=[N:10][C:2]=2[NH2:1])=[CH:42][CH:43]=1, predict the reactants needed to synthesize it. The reactants are: [NH2:1][C:2]1[N:10]=[CH:9][CH:8]=[CH:7][C:3]=1[C:4]([OH:6])=O.ON1C2C=CC=CC=2N=N1.CCN=C=NCCCN(C)C.[CH3:32][C:33]1[CH:47]=[C:46]([CH3:48])[CH:45]=[CH:44][C:34]=1[O:35][C:36]1[CH:43]=[CH:42][C:39]([CH2:40][NH2:41])=[CH:38][CH:37]=1.C(=O)(O)[O-].[Na+]. (5) Given the product [CH2:9]([O:7][CH2:6][CH2:5][CH2:4][CH2:3][CH2:2][CH2:1][OH:8])[CH2:10][CH3:11], predict the reactants needed to synthesize it. The reactants are: [CH2:1]([OH:8])[CH2:2][CH2:3][CH2:4][CH2:5][CH2:6][OH:7].[CH3:9][C:10](C)([O-])[CH3:11].[K+].ICCC.O. (6) Given the product [F:20][C:17]1[CH:18]=[CH:19][C:14]([C:11]2[CH:12]=[CH:13][C:8]3[N:7]=[C:24]([C:26]4[CH:31]=[CH:30][CH:29]=[C:28]([C:32]5[O:36][N:35]=[C:34]([CH3:37])[CH:33]=5)[CH:27]=4)[CH2:23][C:22](=[O:38])[NH:21][C:9]=3[CH:10]=2)=[CH:15][CH:16]=1, predict the reactants needed to synthesize it. The reactants are: C(OC(=O)[NH:7][C:8]1[CH:13]=[CH:12][C:11]([C:14]2[CH:19]=[CH:18][C:17]([F:20])=[CH:16][CH:15]=2)=[CH:10][C:9]=1[NH:21][C:22](=[O:38])[CH2:23][C:24]([C:26]1[CH:31]=[CH:30][CH:29]=[C:28]([C:32]2[O:36][N:35]=[C:34]([CH3:37])[CH:33]=2)[CH:27]=1)=O)(C)(C)C.C(O)(C(F)(F)F)=O. (7) Given the product [Br:1][C:2]1[CH:3]=[C:4]2[C:9]([C:8]([CH2:13][CH3:14])=[CH:7][CH2:6][C:5]2([CH3:15])[CH3:16])=[CH:10][CH:11]=1, predict the reactants needed to synthesize it. The reactants are: [Br:1][C:2]1[CH:3]=[C:4]2[C:9](=[CH:10][CH:11]=1)[C:8]([CH2:13][CH3:14])(O)[CH2:7][CH2:6][C:5]2([CH3:16])[CH3:15].C1(C)C=CC(S(O)(=O)=O)=CC=1. (8) Given the product [NH2:22][C@@H:23]([CH:80]([CH3:82])[CH3:81])[C:24]([NH:26][C@@H:27]([CH3:79])[C:28]([NH:30][C:31]1[CH:32]=[CH:33][C:34]([C:37]2[CH2:38][CH:39]3[CH:45]=[N:44][C:43]4[CH:46]=[C:47]([O:52][CH2:53][CH2:54][CH2:55][O:56][C:57]5[C:58]([O:75][CH3:76])=[CH:59][C:60]6[C:66](=[O:67])[N:65]7[CH:68]=[C:69]([CH:71]8[CH2:73][CH2:72]8)[CH2:70][CH:64]7[CH:63]=[N:62][C:61]=6[CH:74]=5)[C:48]([O:50][CH3:51])=[CH:49][C:42]=4[C:41](=[O:77])[N:40]3[CH:78]=2)=[CH:35][CH:36]=1)=[O:29])=[O:25], predict the reactants needed to synthesize it. The reactants are: N1CCCCC1.C1C2C(OC(=O)[N:22](C)[C@@H:23]([CH:80]([CH3:82])[CH3:81])[C:24]([NH:26][C@@H:27]([CH3:79])[C:28]([NH:30][C:31]3[CH:36]=[CH:35][C:34]([C:37]4[CH2:38][CH:39]5[CH:45]=[N:44][C:43]6[CH:46]=[C:47]([O:52][CH2:53][CH2:54][CH2:55][O:56][C:57]7[C:58]([O:75][CH3:76])=[CH:59][C:60]8[C:66](=[O:67])[N:65]9[CH:68]=[C:69]([CH:71]%10[CH2:73][CH2:72]%10)[CH2:70][CH:64]9[CH:63]=[N:62][C:61]=8[CH:74]=7)[C:48]([O:50][CH3:51])=[CH:49][C:42]=6[C:41](=[O:77])[N:40]5[CH:78]=4)=[CH:33][CH:32]=3)=[O:29])=[O:25])C3C(=CC=CC=3)C=2C=CC=1.